From a dataset of Full USPTO retrosynthesis dataset with 1.9M reactions from patents (1976-2016). Predict the reactants needed to synthesize the given product. Given the product [Cl:22][C:16]1[CH:17]=[CH:18][CH:19]=[C:20]([F:21])[C:15]=1[CH2:14][CH:2]([CH2:3][CH:4]=[CH2:5])[C:1]([N:7]1[CH2:11][CH2:10][O:9][C:8]1=[O:12])=[O:6], predict the reactants needed to synthesize it. The reactants are: [C:1]([N:7]1[CH2:11][CH2:10][O:9][C:8]1=[O:12])(=[O:6])[CH2:2][CH2:3][CH:4]=[CH2:5].Br[CH2:14][C:15]1[C:20]([F:21])=[CH:19][CH:18]=[CH:17][C:16]=1[Cl:22].